From a dataset of Retrosynthesis with 50K atom-mapped reactions and 10 reaction types from USPTO. Predict the reactants needed to synthesize the given product. Given the product O=C(Nc1ccccc1Br)Nc1ccc(Cl)c(S(=O)(=O)N2CCC2)c1O, predict the reactants needed to synthesize it. The reactants are: NC(N)=O.Nc1ccc(Cl)c(S(=O)(=O)N2CCC2)c1O.O=C=Nc1ccccc1Br.